From a dataset of Reaction yield outcomes from USPTO patents with 853,638 reactions. Predict the reaction yield, written as a fraction of the theoretical maximum amount of product (1.0 means a 100% yield; for example, 0.34 means a 34% yield). The reactants are S(=O)(=O)(O)O.[NH2:6][C@H:7]([CH2:15]O)[CH2:8][C:9]1[CH:14]=[CH:13][CH:12]=[CH:11][CH:10]=1. The catalyst is O. The product is [CH2:8]([C@H:7]1[CH2:15][NH:6]1)[C:9]1[CH:14]=[CH:13][CH:12]=[CH:11][CH:10]=1. The yield is 0.705.